Predict the product of the given reaction. From a dataset of Forward reaction prediction with 1.9M reactions from USPTO patents (1976-2016). (1) Given the reactants [NH2:1][C:2]1[S:3][CH:4]=[CH:5][C:6]=1[C:7]([C:9]1[CH:18]=[CH:17][C:12]([C:13]([O:15][CH3:16])=[O:14])=[CH:11][CH:10]=1)=[O:8].[I-].[Na+].C(=O)=O.[CH3:24][C:25](C)=[O:26].[NH3:28], predict the reaction product. The product is: [NH2:28][CH2:24][C:25]([NH:1][C:2]1[S:3][CH:4]=[CH:5][C:6]=1[C:7]([C:9]1[CH:18]=[CH:17][C:12]([C:13]([O:15][CH3:16])=[O:14])=[CH:11][CH:10]=1)=[O:8])=[O:26]. (2) The product is: [NH2:8][C:3]1[C:2]([Cl:1])=[C:6]([CH3:7])[N:5]([CH2:16][C:17]([N:19]2[CH2:20][CH2:21][N:22]([C:25]3[CH:30]=[CH:29][C:28]([F:31])=[CH:27][CH:26]=3)[CH2:23][CH2:24]2)=[O:18])[N:4]=1. Given the reactants [Cl:1][C:2]1[C:3]([NH2:8])=[N:4][NH:5][C:6]=1[CH3:7].C([O-])([O-])=O.[K+].[K+].Cl[CH2:16][C:17]([N:19]1[CH2:24][CH2:23][N:22]([C:25]2[CH:30]=[CH:29][C:28]([F:31])=[CH:27][CH:26]=2)[CH2:21][CH2:20]1)=[O:18].CN(C=O)C, predict the reaction product. (3) Given the reactants [CH2:1]([NH2:8])[C:2]1[CH:7]=[CH:6][CH:5]=[CH:4][CH:3]=1.C([O:11][C:12]([C:14]1[N:18]([CH2:19][CH3:20])[N:17]=[CH:16][C:15]=1[CH2:21][N:22]1[CH2:26][CH:25]2[CH2:27][N:28]([C:30]([O:32][CH:33]([C:38]([F:41])([F:40])[F:39])[C:34]([F:37])([F:36])[F:35])=[O:31])[CH2:29][CH:24]2[CH2:23]1)=O)C, predict the reaction product. The product is: [CH2:1]([NH:8][C:12]([C:14]1[N:18]([CH2:19][CH3:20])[N:17]=[CH:16][C:15]=1[CH2:21][N:22]1[CH2:23][CH:24]2[CH2:29][N:28]([C:30]([O:32][CH:33]([C:34]([F:35])([F:36])[F:37])[C:38]([F:39])([F:40])[F:41])=[O:31])[CH2:27][CH:25]2[CH2:26]1)=[O:11])[C:2]1[CH:7]=[CH:6][CH:5]=[CH:4][CH:3]=1. (4) Given the reactants [N:1]1([C:6]2[CH:12]=[CH:11][C:9]([NH2:10])=[CH:8][CH:7]=2)[CH:5]=[CH:4][N:3]=[CH:2]1.N1C=CC=CC=1.Cl[C:20]([O:22][CH2:23][C:24]([Cl:27])([Cl:26])[Cl:25])=[O:21], predict the reaction product. The product is: [N:1]1([C:6]2[CH:12]=[CH:11][C:9]([NH:10][C:20](=[O:21])[O:22][CH2:23][C:24]([Cl:27])([Cl:26])[Cl:25])=[CH:8][CH:7]=2)[CH:5]=[CH:4][N:3]=[CH:2]1. (5) Given the reactants [C:1]1([C@H:11]([NH2:13])[CH3:12])[C:10]2[C:5](=[CH:6][CH:7]=[CH:8][CH:9]=2)[CH:4]=[CH:3][CH:2]=1.[CH:14](=O)/[CH:15]=[CH:16]/[C:17]1[CH:22]=[CH:21][CH:20]=[CH:19][CH:18]=1.[BH4-].[Na+], predict the reaction product. The product is: [C:1]1([C@H:11]([NH:13][CH2:14]/[CH:15]=[CH:16]/[C:17]2[CH:22]=[CH:21][CH:20]=[CH:19][CH:18]=2)[CH3:12])[C:10]2[C:5](=[CH:6][CH:7]=[CH:8][CH:9]=2)[CH:4]=[CH:3][CH:2]=1. (6) Given the reactants [F:1][C:2]([S:5][C:6]1[CH:11]=[CH:10][C:9]([OH:12])=[CH:8][CH:7]=1)([F:4])[F:3].[C:13]([O-])([O-])=O.[Cs+].[Cs+].C(O[CH2:23][CH3:24])(=O)C, predict the reaction product. The product is: [F:1][C:2]([S:5][C:6]1[CH:11]=[CH:10][C:9]([O:12][CH2:13][CH:23]=[CH2:24])=[CH:8][CH:7]=1)([F:4])[F:3]. (7) Given the reactants [F:1][C:2]1[CH:17]=[C:16]([CH:18]=O)[CH:15]=[CH:14][C:3]=1[O:4][C:5]1[CH:6]=[CH:7][C:8]([C:11]([NH2:13])=[O:12])=[N:9][CH:10]=1.[CH3:20][C:21]([CH3:27])([CH3:26])[CH2:22][CH2:23][CH2:24][NH2:25].[BH4-].[Na+], predict the reaction product. The product is: [CH3:20][C:21]([CH3:27])([CH3:26])[CH2:22][CH2:23][CH2:24][NH:25][CH2:18][C:16]1[CH:15]=[CH:14][C:3]([O:4][C:5]2[CH:6]=[CH:7][C:8]([C:11]([NH2:13])=[O:12])=[N:9][CH:10]=2)=[C:2]([F:1])[CH:17]=1.